Dataset: Forward reaction prediction with 1.9M reactions from USPTO patents (1976-2016). Task: Predict the product of the given reaction. (1) The product is: [CH2:32]([O:31][CH2:30][C@H:12]([NH:11][C:8](=[O:10])[CH2:7][N:2]1[CH2:3][CH2:4][CH2:5][CH2:6]1)[C:13]([NH:15][C:16]1[CH:21]=[CH:20][C:19]([O:22][C:23]2[CH:28]=[CH:27][C:26]([F:29])=[CH:25][CH:24]=2)=[CH:18][CH:17]=1)=[O:14])[C:33]1[CH:38]=[CH:37][CH:36]=[CH:35][CH:34]=1. Given the reactants Cl.[N:2]1([CH2:7][C:8]([OH:10])=O)[CH2:6][CH2:5][CH2:4][CH2:3]1.[NH2:11][C@@H:12]([CH2:30][O:31][CH2:32][C:33]1[CH:38]=[CH:37][CH:36]=[CH:35][CH:34]=1)[C:13]([NH:15][C:16]1[CH:21]=[CH:20][C:19]([O:22][C:23]2[CH:28]=[CH:27][C:26]([F:29])=[CH:25][CH:24]=2)=[CH:18][CH:17]=1)=[O:14], predict the reaction product. (2) Given the reactants [CH:1]1[C:9]2[C:8]3[CH:10]=[CH:11][CH:12]=[CH:13][C:7]=3[S:6][C:5]=2[C:4](B(O)O)=[CH:3][CH:2]=1.Br[C:18]1[CH:23]=[CH:22][CH:21]=[CH:20][CH:19]=1.[O-]P([O-])([O-])=O.[K+].[K+].[K+].C1(C)C=CC=CC=1, predict the reaction product. The product is: [C:18]1([C:4]2[C:5]3[S:6][C:7]4[CH:13]=[CH:12][CH:11]=[CH:10][C:8]=4[C:9]=3[CH:1]=[CH:2][CH:3]=2)[CH:23]=[CH:22][CH:21]=[CH:20][CH:19]=1.